From a dataset of Catalyst prediction with 721,799 reactions and 888 catalyst types from USPTO. Predict which catalyst facilitates the given reaction. (1) Reactant: Cl.[Br:2][CH2:3][CH2:4][NH:5][C:6](=[O:21])[C:7]1[CH:12]=[CH:11][CH:10]=[C:9]([CH2:13][CH2:14][CH:15]2[CH2:20][CH2:19][NH:18][CH2:17][CH2:16]2)[CH:8]=1.[N+](C1C=CC([O:29][C:30]([O:32][C:33]2[CH:34]=[N:35][CH:36]=[C:37]([CH:42]=2)[C:38]([O:40][CH3:41])=[O:39])=O)=CC=1)([O-])=O. Product: [Br:2][CH2:3][CH2:4][NH:5][C:6]([C:7]1[CH:8]=[C:9]([CH2:13][CH2:14][CH:15]2[CH2:20][CH2:19][N:18]([C:30]([O:32][C:33]3[CH:34]=[N:35][CH:36]=[C:37]([CH:42]=3)[C:38]([O:40][CH3:41])=[O:39])=[O:29])[CH2:17][CH2:16]2)[CH:10]=[CH:11][CH:12]=1)=[O:21]. The catalyst class is: 10. (2) Reactant: [F:1][C:2]1[CH:3]=[C:4]2[C:8](=[CH:9][CH:10]=1)[N:7]([CH3:11])[C:6]([S:12](Cl)(=[O:14])=[O:13])=[C:5]2[CH3:16].[NH2:17][C:18]1[CH:23]=[CH:22][C:21]([Br:24])=[CH:20][C:19]=1[C:25]([F:28])([F:27])[F:26]. Product: [Br:24][C:21]1[CH:22]=[CH:23][C:18]([NH:17][S:12]([C:6]2[N:7]([CH3:11])[C:8]3[C:4]([C:5]=2[CH3:16])=[CH:3][C:2]([F:1])=[CH:10][CH:9]=3)(=[O:14])=[O:13])=[C:19]([C:25]([F:26])([F:27])[F:28])[CH:20]=1. The catalyst class is: 17. (3) Reactant: [NH:1]1[CH2:7][C:5](=[O:6])[NH:4][C:2]1=[O:3].[CH:8](=O)[C:9]1[CH:14]=[CH:13][CH:12]=[C:11]([O:15][CH3:16])[CH:10]=1.C([O-])(=O)C.[Na+]. Product: [CH3:16][O:15][C:11]1[CH:10]=[C:9]([CH:14]=[CH:13][CH:12]=1)/[CH:8]=[C:7]1\[C:5](=[O:6])[NH:4][C:2](=[O:3])[NH:1]\1. The catalyst class is: 15. (4) Reactant: [F:1][C:2]1[CH:7]=[CH:6][C:5]([C@H:8]([CH3:11])[CH2:9][NH2:10])=[CH:4][CH:3]=1.Cl[C:13]1[S:17][N:16]=[C:15]([CH2:18][C:19]2[CH:24]=[CH:23][CH:22]=[C:21]([O:25][CH3:26])[CH:20]=2)[N:14]=1.C([O-])([O-])=O.[K+].[K+]. Product: [F:1][C:2]1[CH:3]=[CH:4][C:5]([C@H:8]([CH3:11])[CH2:9][NH:10][C:13]2[S:17][N:16]=[C:15]([CH2:18][C:19]3[CH:24]=[CH:23][CH:22]=[C:21]([O:25][CH3:26])[CH:20]=3)[N:14]=2)=[CH:6][CH:7]=1. The catalyst class is: 37. (5) The catalyst class is: 6. Reactant: [NH2:1][C:2]1[S:3][C:4]([CH3:9])=[CH:5][C:6]=1[C:7]#[N:8].Cl[C:11]1[CH:16]=[CH:15][C:14]([Cl:17])=[CH:13][C:12]=1[N+:18]([O-:20])=[O:19].CS(C)=O.O[Li].O. Product: [Cl:17][C:14]1[CH:15]=[CH:16][C:11]([NH:1][C:2]2[S:3][C:4]([CH3:9])=[CH:5][C:6]=2[C:7]#[N:8])=[C:12]([N+:18]([O-:20])=[O:19])[CH:13]=1. (6) Reactant: FC(F)(F)C(O)=O.[OH:8][C:9]1([CH2:15][N:16]2[C:21](=[O:22])[C:20]3[CH:23]=[C:24]([CH2:26][CH2:27][CH3:28])[S:25][C:19]=3[N:18]=[CH:17]2)[CH2:14][CH2:13][NH:12][CH2:11][CH2:10]1.[C:29]1([CH:35]([CH3:40])[CH2:36][C:37](O)=[O:38])[CH:34]=[CH:33][CH:32]=[CH:31][CH:30]=1.CCN(C(C)C)C(C)C.CN(C(ON1N=NC2C=CC=NC1=2)=[N+](C)C)C.F[P-](F)(F)(F)(F)F. Product: [OH:8][C:9]1([CH2:15][N:16]2[C:21](=[O:22])[C:20]3[CH:23]=[C:24]([CH2:26][CH2:27][CH3:28])[S:25][C:19]=3[N:18]=[CH:17]2)[CH2:14][CH2:13][N:12]([C:37](=[O:38])[CH2:36][CH:35]([C:29]2[CH:34]=[CH:33][CH:32]=[CH:31][CH:30]=2)[CH3:40])[CH2:11][CH2:10]1. The catalyst class is: 417. (7) Reactant: [F:1][C:2]1[C:3]([O:27][CH3:28])=[C:4]([CH2:12][CH2:13][CH:14]2[CH2:19][CH2:18][N:17]([C:20]([O:22][C:23]([CH3:26])([CH3:25])[CH3:24])=[O:21])[CH2:16][CH2:15]2)[C:5]2[O:9][CH2:8][C:7](=[O:10])[C:6]=2[CH:11]=1.[NH:29]1[C:37]2[C:32](=[CH:33][CH:34]=[CH:35][CH:36]=2)[C:31]([CH:38]=O)=[N:30]1.N1CCCCC1. Product: [NH:29]1[C:37]2[C:32](=[CH:33][CH:34]=[CH:35][CH:36]=2)[C:31](/[CH:38]=[C:8]2\[O:9][C:5]3[C:4]([CH2:12][CH2:13][CH:14]4[CH2:15][CH2:16][N:17]([C:20]([O:22][C:23]([CH3:25])([CH3:24])[CH3:26])=[O:21])[CH2:18][CH2:19]4)=[C:3]([O:27][CH3:28])[C:2]([F:1])=[CH:11][C:6]=3[C:7]\2=[O:10])=[N:30]1. The catalyst class is: 5.